This data is from Full USPTO retrosynthesis dataset with 1.9M reactions from patents (1976-2016). The task is: Predict the reactants needed to synthesize the given product. (1) Given the product [C:1]([C:3]1[C:19]([OH:20])=[C:18]([OH:21])[CH:17]=[C:16]([C:23]#[N:24])[C:4]=1[CH2:5][C:6]1[CH:7]=[CH:8][C:9]([OH:15])=[C:10]([CH:14]=1)[C:11]([OH:13])=[O:12])#[N:2], predict the reactants needed to synthesize it. The reactants are: [C:1]([C:3]1[C:19]([OH:20])=[C:18]([O:21]C)[CH:17]=[C:16]([C:23]#[N:24])[C:4]=1[CH2:5][C:6]1[CH:7]=[CH:8][C:9]([OH:15])=[C:10]([CH:14]=1)[C:11]([OH:13])=[O:12])#[N:2].BrC1C(C#N)=C(O)C(OC)=CC=1C#N.OC1C=CC(CB2OC(C)(C)C(C)(C)O2)=CC=1C(O)=O. (2) Given the product [F:29][C:30]1[CH:31]=[C:32]([C:36]#[C:37][C:38]2[CH:47]=[C:46]3[C:41]([C:42](=[O:54])[N:43]4[CH2:52][CH2:51]/[C:50](=[CH:2]\[O:3][CH3:4])/[CH2:49][CH2:48][C:44]4=[N:45]3)=[CH:40][CH:39]=2)[CH:33]=[CH:34][CH:35]=1, predict the reactants needed to synthesize it. The reactants are: [Cl-].[CH3:2][O:3][CH2:4][P+](C1C=CC=CC=1)(C1C=CC=CC=1)C1C=CC=CC=1.[Li]CCCC.[F:29][C:30]1[CH:31]=[C:32]([C:36]#[C:37][C:38]2[CH:47]=[C:46]3[C:41]([C:42](=[O:54])[N:43]4[CH2:52][CH2:51][C:50](=O)[CH2:49][CH2:48][C:44]4=[N:45]3)=[CH:40][CH:39]=2)[CH:33]=[CH:34][CH:35]=1. (3) Given the product [Br:7][C:8]1[C:13]([CH3:14])=[CH:12][CH:11]=[CH:10][C:9]=1[N:15]1[CH2:2][CH2:1][O:18][CH2:17][C:16]1=[O:22], predict the reactants needed to synthesize it. The reactants are: [CH3:1][C:2](C)([O-])C.[K+].[Br:7][C:8]1[C:13]([CH3:14])=[CH:12][CH:11]=[CH:10][C:9]=1[NH:15][CH2:16][CH2:17][OH:18].ClCC(OCC)=[O:22]. (4) Given the product [CH3:34][N:20]([C@@H:21]1[CH2:26][CH2:25][CH2:24][NH:23][CH2:22]1)[C:18]1[CH:17]=[CH:16][N:15]=[C:14]([C:13]2[CH:12]=[N:11][N:8]3[CH:9]=[CH:10][C:5]([C:3]#[N:4])=[CH:6][C:7]=23)[N:19]=1, predict the reactants needed to synthesize it. The reactants are: [H-].[Na+].[C:3]([C:5]1[CH:10]=[CH:9][N:8]2[N:11]=[CH:12][C:13]([C:14]3[N:19]=[C:18]([NH:20][C@@H:21]4[CH2:26][CH2:25][CH2:24][N:23](C(OC(C)(C)C)=O)[CH2:22]4)[CH:17]=[CH:16][N:15]=3)=[C:7]2[CH:6]=1)#[N:4].[CH3:34]I. (5) Given the product [NH:1]([C:8]1[N:17]=[CH:16][C:15]2[CH2:14][CH2:13][C:12]3[C:18]([C:22]([OH:24])=[O:23])=[N:19][N:20]([CH3:21])[C:11]=3[C:10]=2[N:9]=1)[C:2]1[CH:3]=[CH:4][CH:5]=[CH:6][CH:7]=1, predict the reactants needed to synthesize it. The reactants are: [NH:1]([C:8]1[N:17]=[CH:16][C:15]2[CH2:14][CH2:13][C:12]3[C:18]([C:22]([O:24]CC)=[O:23])=[N:19][N:20]([CH3:21])[C:11]=3[C:10]=2[N:9]=1)[C:2]1[CH:7]=[CH:6][CH:5]=[CH:4][CH:3]=1.O.[OH-].[Li+].Cl.O. (6) Given the product [Cl:1][CH2:2][CH2:3][CH2:4][CH2:5][CH2:6][C:7]1[C:8](=[O:14])[N:15]([C:16]2[CH:23]=[CH:22][C:19]([C:20]#[N:21])=[C:18]([C:24]([F:25])([F:26])[F:27])[CH:17]=2)[C:10](=[O:13])[C:11]=1[CH3:12], predict the reactants needed to synthesize it. The reactants are: [Cl:1][CH2:2][CH2:3][CH2:4][CH2:5][CH2:6][C:7]1[C:8](=[O:14])O[C:10](=[O:13])[C:11]=1[CH3:12].[NH2:15][C:16]1[CH:23]=[CH:22][C:19]([C:20]#[N:21])=[C:18]([C:24]([F:27])([F:26])[F:25])[CH:17]=1.